Dataset: Forward reaction prediction with 1.9M reactions from USPTO patents (1976-2016). Task: Predict the product of the given reaction. (1) Given the reactants [OH:1][C:2]1[CH:11]=[C:10]2[C:5]([C:6]([O:12][C:13]3[CH:18]=[CH:17][C:16]([NH:19][C:20]([C:22]4[C:23](=[O:35])[N:24]([C:29]5[CH:34]=[CH:33][CH:32]=[CH:31][CH:30]=5)[N:25]([CH3:28])[C:26]=4[CH3:27])=[O:21])=[CH:15][CH:14]=3)=[CH:7][CH:8]=[N:9]2)=[CH:4][C:3]=1[O:36][CH3:37].[O:38]1[CH2:40][CH2:39]1.C([O-])([O-])=O.[K+].[K+], predict the reaction product. The product is: [OH:38][CH2:39][CH2:40][O:1][C:2]1[CH:11]=[C:10]2[C:5]([C:6]([O:12][C:13]3[CH:14]=[CH:15][C:16]([NH:19][C:20]([C:22]4[C:23](=[O:35])[N:24]([C:29]5[CH:30]=[CH:31][CH:32]=[CH:33][CH:34]=5)[N:25]([CH3:28])[C:26]=4[CH3:27])=[O:21])=[CH:17][CH:18]=3)=[CH:7][CH:8]=[N:9]2)=[CH:4][C:3]=1[O:36][CH3:37]. (2) Given the reactants [O:1]1[CH:5]=[CH:4][CH:3]=[C:2]1[C:6]1[N:7]=[C:8]([NH:19][C:20]([CH:22]2[CH:26]=[CH:25][C:24](=NO)[O:23]2)=[O:21])[S:9][C:10]=1[C:11]([CH:13]1[CH2:18][CH2:17][O:16][CH2:15][CH2:14]1)=[O:12].[CH2:29]([N:31](CC)CC)C.[Cl-].ClC1N(C)CC[NH+]1C.C(=O)([O-])O.[Na+], predict the reaction product. The product is: [C:29]([C:24]1[O:23][C:22]([C:20]([NH:19][C:8]2[S:9][C:10]([C:11]([CH:13]3[CH2:14][CH2:15][O:16][CH2:17][CH2:18]3)=[O:12])=[C:6]([C:2]3[O:1][CH:5]=[CH:4][CH:3]=3)[N:7]=2)=[O:21])=[CH:26][CH:25]=1)#[N:31]. (3) Given the reactants Br[C:2]1[C:10]2[N:9]3[CH2:11][CH2:12][NH:13][C:14](=[O:15])[C:8]3=[C:7]([CH3:16])[C:6]=2[CH:5]=[C:4]([F:17])[CH:3]=1.[Cl:18][C:19]1[CH:24]=[CH:23][C:22](B(O)O)=[CH:21][CH:20]=1, predict the reaction product. The product is: [Cl:18][C:19]1[CH:24]=[CH:23][C:22]([C:2]2[C:10]3[N:9]4[CH2:11][CH2:12][NH:13][C:14](=[O:15])[C:8]4=[C:7]([CH3:16])[C:6]=3[CH:5]=[C:4]([F:17])[CH:3]=2)=[CH:21][CH:20]=1.